From a dataset of Reaction yield outcomes from USPTO patents with 853,638 reactions. Predict the reaction yield, written as a fraction of the theoretical maximum amount of product (1.0 means a 100% yield; for example, 0.34 means a 34% yield). The reactants are C[N:2](C)[CH:3]=[CH:4][C:5]([C:7]1[C:12](=[O:13])[CH:11]=[CH:10][N:9]([C:14]2[CH:19]=[CH:18][CH:17]=[C:16]([CH3:20])[CH:15]=2)[N:8]=1)=O.[C:22]1([NH:28]N)[CH:27]=[CH:26][CH:25]=[CH:24][CH:23]=1. The catalyst is CO. The product is [CH3:20][C:16]1[CH:15]=[C:14]([N:9]2[CH:10]=[CH:11][C:12](=[O:13])[C:7]([C:5]3[N:28]([C:22]4[CH:27]=[CH:26][CH:25]=[CH:24][CH:23]=4)[N:2]=[CH:3][CH:4]=3)=[N:8]2)[CH:19]=[CH:18][CH:17]=1. The yield is 0.0700.